This data is from NCI-60 drug combinations with 297,098 pairs across 59 cell lines. The task is: Regression. Given two drug SMILES strings and cell line genomic features, predict the synergy score measuring deviation from expected non-interaction effect. Drug 1: C1=CC(=C2C(=C1NCCNCCO)C(=O)C3=C(C=CC(=C3C2=O)O)O)NCCNCCO. Drug 2: C#CCC(CC1=CN=C2C(=N1)C(=NC(=N2)N)N)C3=CC=C(C=C3)C(=O)NC(CCC(=O)O)C(=O)O. Cell line: NCI-H460. Synergy scores: CSS=43.5, Synergy_ZIP=1.11, Synergy_Bliss=-0.854, Synergy_Loewe=-0.781, Synergy_HSA=-0.613.